This data is from NCI-60 drug combinations with 297,098 pairs across 59 cell lines. The task is: Regression. Given two drug SMILES strings and cell line genomic features, predict the synergy score measuring deviation from expected non-interaction effect. Drug 1: CC1=C2C(C(=O)C3(C(CC4C(C3C(C(C2(C)C)(CC1OC(=O)C(C(C5=CC=CC=C5)NC(=O)OC(C)(C)C)O)O)OC(=O)C6=CC=CC=C6)(CO4)OC(=O)C)OC)C)OC. Drug 2: C1=C(C(=O)NC(=O)N1)F. Cell line: NCI-H322M. Synergy scores: CSS=60.6, Synergy_ZIP=9.52, Synergy_Bliss=9.38, Synergy_Loewe=15.2, Synergy_HSA=16.9.